From a dataset of Reaction yield outcomes from USPTO patents with 853,638 reactions. Predict the reaction yield, written as a fraction of the theoretical maximum amount of product (1.0 means a 100% yield; for example, 0.34 means a 34% yield). (1) The reactants are C([O-])([O-])=O.[K+].[K+].Br[CH2:8][CH2:9][CH:10]=[CH2:11].N[C@H:13](C(O)=O)[CH2:14][C:15]1[CH:24]=[C:23]2[C:18](C=CC=C2)=[CH:17][CH:16]=1.C[N:29](C=O)C. The catalyst is CCOCC. The product is [CH2:8]([NH:29][C@H:14]([C:15]1[CH:24]=[CH:23][CH:18]=[CH:17][CH:16]=1)[CH3:13])[CH2:9][CH:10]=[CH2:11]. The yield is 0.767. (2) The reactants are [CH3:1][C:2]([C:4]1[CH:9]=[CH:8][C:7]([C:10]#[N:11])=[CH:6][CH:5]=1)=[O:3].[CH3:12]CC(C1C=CC(Br)=CC=1)=O. The catalyst is CN(C=O)C.[C-]#N.[C-]#N.[Zn+2].C1C=CC([P]([Pd]([P](C2C=CC=CC=2)(C2C=CC=CC=2)C2C=CC=CC=2)([P](C2C=CC=CC=2)(C2C=CC=CC=2)C2C=CC=CC=2)[P](C2C=CC=CC=2)(C2C=CC=CC=2)C2C=CC=CC=2)(C2C=CC=CC=2)C2C=CC=CC=2)=CC=1. The product is [CH3:12][CH2:1][C:2]([C:4]1[CH:9]=[CH:8][C:7]([C:10]#[N:11])=[CH:6][CH:5]=1)=[O:3]. The yield is 0.890. (3) The reactants are [C:1]([O:4][C:5]1[CH:26]=[CH:25][C:8]([CH:9]=[CH:10][C:11]2[CH:16]=[C:15]([O:17]COC)[CH:14]=[C:13]([O:21]COC)[CH:12]=2)=[CH:7][CH:6]=1)(=[O:3])[CH3:2].[Na+].[I-].C[Si](Cl)(C)C. The catalyst is C(Cl)Cl.CC#N. The product is [C:1]([O:4][C:5]1[CH:26]=[CH:25][C:8]([CH:9]=[CH:10][C:11]2[CH:12]=[C:13]([OH:21])[CH:14]=[C:15]([OH:17])[CH:16]=2)=[CH:7][CH:6]=1)(=[O:3])[CH3:2]. The yield is 0.720. (4) The reactants are [H-].[Na+].[NH:3]1[CH:7]=[C:6]([CH:8]=[O:9])[N:5]=[CH:4]1.[C:10]([O:16][CH2:17]Cl)(=[O:15])[C:11]([CH3:14])([CH3:13])[CH3:12]. The catalyst is O1CCCC1.CN(C=O)C. The product is [C:10]([O:16][CH2:17][N:3]1[CH:7]=[C:6]([CH:8]=[O:9])[N:5]=[CH:4]1)(=[O:15])[C:11]([CH3:14])([CH3:13])[CH3:12]. The yield is 0.980. (5) The reactants are [H-].[Al+3].[Li+].[H-].[H-].[H-].[I:7][C:8]1[CH:9]=[C:10]2[C:14](=[CH:15][CH:16]=1)[N:13]([CH:17]1[CH2:22][CH2:21][CH2:20][CH2:19][O:18]1)[N:12]=[C:11]2[C:23](N(OC)C)=[O:24]. The catalyst is C1COCC1. The product is [I:7][C:8]1[CH:9]=[C:10]2[C:14](=[CH:15][CH:16]=1)[N:13]([CH:17]1[CH2:22][CH2:21][CH2:20][CH2:19][O:18]1)[N:12]=[C:11]2[CH:23]=[O:24]. The yield is 0.720. (6) The reactants are [Cl-].O[NH3+:3].[C:4](=[O:7])([O-])[OH:5].[Na+].CS(C)=O.[OH:13][C:14]([C:17]1[CH:22]=[CH:21][C:20]([N:23]2[C:28](=[O:29])[C:27]([CH2:30][C:31]3[CH:36]=[CH:35][C:34]([C:37]4[C:38]([C:43]#[N:44])=[CH:39][CH:40]=[CH:41][CH:42]=4)=[CH:33][CH:32]=3)=[C:26]([CH2:45][CH2:46][CH3:47])[N:25]3[N:48]=[CH:49][N:50]=[C:24]23)=[CH:19][CH:18]=1)([CH3:16])[CH3:15]. The catalyst is C(OCC)(=O)C. The product is [OH:13][C:14]([C:17]1[CH:22]=[CH:21][C:20]([N:23]2[C:28](=[O:29])[C:27]([CH2:30][C:31]3[CH:36]=[CH:35][C:34]([C:37]4[CH:42]=[CH:41][CH:40]=[CH:39][C:38]=4[C:43]4[NH:3][C:4](=[O:7])[O:5][N:44]=4)=[CH:33][CH:32]=3)=[C:26]([CH2:45][CH2:46][CH3:47])[N:25]3[N:48]=[CH:49][N:50]=[C:24]23)=[CH:19][CH:18]=1)([CH3:16])[CH3:15]. The yield is 0.240.